From a dataset of Reaction yield outcomes from USPTO patents with 853,638 reactions. Predict the reaction yield, written as a fraction of the theoretical maximum amount of product (1.0 means a 100% yield; for example, 0.34 means a 34% yield). (1) The product is [C:1]1([CH:7]=[CH:8][CH:9]([OH:15])[CH3:10])[CH:6]=[CH:5][CH:4]=[CH:3][CH:2]=1. The reactants are [C:1]1([CH:7](O)[CH:8]=[CH:9][CH3:10])[CH:6]=[CH:5][CH:4]=[CH:3][CH:2]=1.Cl.CC[O:15]CC.C(=O)(O)[O-].[Na+]. The catalyst is O1CCOCC1. The yield is 0.968. (2) The reactants are [NH:1]1[CH:5]=[C:4]([C:6]2[CH:11]=[CH:10][CH:9]=[CH:8][N:7]=2)[N:3]=[CH:2]1.[H-].[Na+].Br[CH2:15][C:16]#[N:17]. The catalyst is O1CCCC1. The product is [N:7]1[CH:8]=[CH:9][CH:10]=[CH:11][C:6]=1[C:4]1[N:3]=[CH:2][N:1]([CH2:15][C:16]#[N:17])[CH:5]=1. The yield is 1.05. (3) The reactants are C([O:5][C:6](=[O:17])[C:7]1[C:12]([F:13])=[CH:11][N:10]=[CH:9][C:8]=1[CH:14]1[CH2:16][CH2:15]1)(C)(C)C. The catalyst is CO. The product is [CH:14]1([C:8]2[CH:9]=[N:10][CH:11]=[C:12]([F:13])[C:7]=2[C:6]([OH:17])=[O:5])[CH2:15][CH2:16]1. The yield is 0.920. (4) The reactants are [H-].[Na+].C[C:4]1[CH:9]=[CH:8][CH:7]=[CH:6][C:5]=1[S:10]([NH:13][C:14]1[CH:19]=[CH:18][CH:17]=[C:16]([C:20]([F:23])([F:22])[F:21])[CH:15]=1)(=[O:12])=[O:11].Br[CH2:25][C:26]([O:28][C:29]([CH3:32])([CH3:31])[CH3:30])=[O:27]. The catalyst is C1COCC1. The product is [F:23][C:20]([F:21])([F:22])[C:16]1[CH:15]=[C:14]([N:13]([CH2:25][C:26]([O:28][C:29]([CH3:32])([CH3:31])[CH3:30])=[O:27])[S:10]([C:5]2[CH:4]=[CH:9][CH:8]=[CH:7][CH:6]=2)(=[O:11])=[O:12])[CH:19]=[CH:18][CH:17]=1. The yield is 0.910.